From a dataset of Reaction yield outcomes from USPTO patents with 853,638 reactions. Predict the reaction yield, written as a fraction of the theoretical maximum amount of product (1.0 means a 100% yield; for example, 0.34 means a 34% yield). (1) The product is [C:26]([O:30][C:31]([N:33]1[CH2:34][CH2:35][CH:36]([O:39][C:40]2[C:49]3[C:44](=[CH:45][CH:46]=[CH:47][CH:48]=3)[C:43]([NH:50][C:5]([NH:6][C:7]3[N:8]([C:16]4[CH:17]=[CH:18][C:19]([CH3:22])=[CH:20][CH:21]=4)[N:9]=[C:10]([C:12]4([CH3:15])[CH2:13][CH2:14]4)[CH:11]=3)=[O:4])=[CH:42][N:41]=2)[CH2:37][CH2:38]1)=[O:32])([CH3:29])([CH3:27])[CH3:28]. The catalyst is CS(C)=O.O. The yield is 0.590. The reactants are ClC(Cl)(Cl)C[O:4][C:5](=O)[NH:6][C:7]1[N:8]([C:16]2[CH:21]=[CH:20][C:19]([CH3:22])=[CH:18][CH:17]=2)[N:9]=[C:10]([C:12]2([CH3:15])[CH2:14][CH2:13]2)[CH:11]=1.[C:26]([O:30][C:31]([N:33]1[CH2:38][CH2:37][CH:36]([O:39][C:40]2[C:49]3[C:44](=[CH:45][CH:46]=[CH:47][CH:48]=3)[C:43]([NH2:50])=[CH:42][N:41]=2)[CH2:35][CH2:34]1)=[O:32])([CH3:29])([CH3:28])[CH3:27].C(N(C(C)C)CC)(C)C.ClCCl. (2) The reactants are [I:1]N1C(=O)CCC1=O.[CH2:9]([O:16][C:17]1[C:21]([O:22][CH2:23][C:24]2[CH:29]=[CH:28][CH:27]=[CH:26][CH:25]=2)=[CH:20][N:19]([C:30]2[CH:35]=[CH:34][C:33]([O:36][CH3:37])=[CH:32][CH:31]=2)[C:18]=1[C:38]([O:40][CH2:41][CH3:42])=[O:39])[C:10]1[CH:15]=[CH:14][CH:13]=[CH:12][CH:11]=1.C(OC1C(OCC2C=CC=CC=2)=C(C(OCC)=O)N(C2C=CC(OC)=CC=2)C=1C([O-])=O)C1C=CC=CC=1.C([NH+](CC)CC)C. The catalyst is CN(C=O)C. The product is [CH2:9]([O:16][C:17]1[C:21]([O:22][CH2:23][C:24]2[CH:29]=[CH:28][CH:27]=[CH:26][CH:25]=2)=[C:20]([I:1])[N:19]([C:30]2[CH:35]=[CH:34][C:33]([O:36][CH3:37])=[CH:32][CH:31]=2)[C:18]=1[C:38]([O:40][CH2:41][CH3:42])=[O:39])[C:10]1[CH:15]=[CH:14][CH:13]=[CH:12][CH:11]=1. The yield is 0.760. (3) The reactants are [S:1]1[CH:5]=[CH:4][C:3](B(O)O)=[CH:2]1.[CH2:9](Br)[C:10]1[CH:15]=[CH:14][CH:13]=[CH:12][CH:11]=1. No catalyst specified. The product is [CH2:9]([C:3]1[CH:4]=[CH:5][S:1][CH:2]=1)[C:10]1[CH:15]=[CH:14][CH:13]=[CH:12][CH:11]=1. The yield is 0.740.